Dataset: Reaction yield outcomes from USPTO patents with 853,638 reactions. Task: Predict the reaction yield, written as a fraction of the theoretical maximum amount of product (1.0 means a 100% yield; for example, 0.34 means a 34% yield). (1) The reactants are O=[C:2]([CH2:9][CH2:10][CH2:11][CH3:12])[CH2:3][C:4]([O:6][CH2:7][CH3:8])=[O:5].C([O-])(=O)C.[NH4+:17]. The catalyst is C(O)C. The product is [NH2:17][C:2]([CH2:9][CH2:10][CH2:11][CH3:12])=[CH:3][C:4]([O:6][CH2:7][CH3:8])=[O:5]. The yield is 0.940. (2) The reactants are [Cl:1][C:2]1[C:3](C(O)=O)=[N:4][C:5]([S:8]([CH3:11])(=[O:10])=[O:9])=[N:6][CH:7]=1.C(=O)=O. The catalyst is C1(OC)C=CC=CC=1. The product is [Cl:1][C:2]1[CH:3]=[N:4][C:5]([S:8]([CH3:11])(=[O:9])=[O:10])=[N:6][CH:7]=1. The yield is 0.880. (3) The reactants are [CH3:1][S:2]([C:4]1[CH:9]=[CH:8][CH:7]=[CH:6][C:5]=1[N:10]1[CH:15]=[CH:14][C:13](=[O:16])[C:12]([C:17]2[N:21]([C:22]3[CH:27]=[CH:26][CH:25]=[CH:24][CH:23]=3)[N:20]=[CH:19][CH:18]=2)=[N:11]1)=[O:3].[OH:28]O. The catalyst is C(O)(=O)C. The product is [CH3:1][S:2]([C:4]1[CH:9]=[CH:8][CH:7]=[CH:6][C:5]=1[N:10]1[CH:15]=[CH:14][C:13](=[O:16])[C:12]([C:17]2[N:21]([C:22]3[CH:27]=[CH:26][CH:25]=[CH:24][CH:23]=3)[N:20]=[CH:19][CH:18]=2)=[N:11]1)(=[O:28])=[O:3]. The yield is 0.0600. (4) The reactants are Br[C:2]1[CH:3]=[N:4][C:5]([NH:8][CH:9]2[CH2:11][CH2:10]2)=[N:6][CH:7]=1.Br[C:13]1[CH:14]=[CH:15][C:16]([NH2:19])=[N:17][CH:18]=1. No catalyst specified. The product is [NH2:19][C:16]1[N:17]=[CH:18][C:13]([C:2]2[CH:3]=[N:4][C:5]([NH:8][CH:9]3[CH2:11][CH2:10]3)=[N:6][CH:7]=2)=[CH:14][CH:15]=1. The yield is 0.550.